Dataset: NCI-60 drug combinations with 297,098 pairs across 59 cell lines. Task: Regression. Given two drug SMILES strings and cell line genomic features, predict the synergy score measuring deviation from expected non-interaction effect. (1) Drug 1: C1CN1C2=NC(=NC(=N2)N3CC3)N4CC4. Drug 2: CN(C(=O)NC(C=O)C(C(C(CO)O)O)O)N=O. Cell line: MALME-3M. Synergy scores: CSS=7.30, Synergy_ZIP=-5.48, Synergy_Bliss=-1.07, Synergy_Loewe=-13.9, Synergy_HSA=-1.84. (2) Synergy scores: CSS=68.5, Synergy_ZIP=8.81, Synergy_Bliss=8.85, Synergy_Loewe=8.77, Synergy_HSA=9.17. Drug 1: CCCCC(=O)OCC(=O)C1(CC(C2=C(C1)C(=C3C(=C2O)C(=O)C4=C(C3=O)C=CC=C4OC)O)OC5CC(C(C(O5)C)O)NC(=O)C(F)(F)F)O. Cell line: SK-MEL-5. Drug 2: CC1CCC2CC(C(=CC=CC=CC(CC(C(=O)C(C(C(=CC(C(=O)CC(OC(=O)C3CCCCN3C(=O)C(=O)C1(O2)O)C(C)CC4CCC(C(C4)OC)O)C)C)O)OC)C)C)C)OC. (3) Cell line: OVCAR-8. Synergy scores: CSS=35.8, Synergy_ZIP=-5.17, Synergy_Bliss=-0.950, Synergy_Loewe=-6.24, Synergy_HSA=4.17. Drug 1: COC1=C(C=C2C(=C1)N=CN=C2NC3=CC(=C(C=C3)F)Cl)OCCCN4CCOCC4. Drug 2: C1=C(C(=O)NC(=O)N1)N(CCCl)CCCl.